From a dataset of Catalyst prediction with 721,799 reactions and 888 catalyst types from USPTO. Predict which catalyst facilitates the given reaction. Reactant: [Br:1]N1C(=O)CCC1=O.[N:9]1[CH:14]=[CH:13][C:12]([C:15]2[NH:23][C:22]3[C:17](=[N:18][CH:19]=[CH:20][CH:21]=3)[CH:16]=2)=[CH:11][CH:10]=1. Product: [Br:1][C:16]1[C:17]2=[N:18][CH:19]=[CH:20][CH:21]=[C:22]2[NH:23][C:15]=1[C:12]1[CH:13]=[CH:14][N:9]=[CH:10][CH:11]=1. The catalyst class is: 717.